This data is from Full USPTO retrosynthesis dataset with 1.9M reactions from patents (1976-2016). The task is: Predict the reactants needed to synthesize the given product. (1) Given the product [F:5][C:6]1([F:18])[CH2:9][CH:8]([NH:10][CH:11]=[O:12])[CH2:7]1, predict the reactants needed to synthesize it. The reactants are: CC(Cl)=O.[F:5][C:6]1([F:18])[CH2:9][CH:8]([NH:10][C:11](=O)[O:12]C(C)(C)C)[CH2:7]1. (2) Given the product [Br-:26].[F:25][C:21]1[CH:20]=[C:19]([CH:11]([C:12]2[CH:17]=[CH:16][CH:15]=[C:14]([F:18])[CH:13]=2)[O:10][C:8]([CH:5]2[CH2:4][CH2:3][N+:2]([CH3:1])([CH2:27][C:28](=[O:29])[C:30]3[S:31][CH:32]=[CH:33][N:34]=3)[CH2:7][CH2:6]2)=[O:9])[CH:24]=[CH:23][CH:22]=1, predict the reactants needed to synthesize it. The reactants are: [CH3:1][N:2]1[CH2:7][CH2:6][CH:5]([C:8]([O:10][CH:11]([C:19]2[CH:24]=[CH:23][CH:22]=[C:21]([F:25])[CH:20]=2)[C:12]2[CH:17]=[CH:16][CH:15]=[C:14]([F:18])[CH:13]=2)=[O:9])[CH2:4][CH2:3]1.[Br:26][CH2:27][C:28]([C:30]1[S:31][CH:32]=[CH:33][N:34]=1)=[O:29]. (3) Given the product [S:23]1[CH:7]=[C:8]([CH2:9][N:10]2[C:18](=[O:19])[C:17]3[C:12](=[CH:13][CH:14]=[CH:15][CH:16]=3)[C:11]2=[O:20])[N:24]=[CH:22]1, predict the reactants needed to synthesize it. The reactants are: CCOCC.Br[CH2:7][C:8](=O)[CH2:9][N:10]1[C:18](=[O:19])[C:17]2[C:12](=[CH:13][CH:14]=[CH:15][CH:16]=2)[C:11]1=[O:20].[CH:22]([NH2:24])=[S:23].